Dataset: Forward reaction prediction with 1.9M reactions from USPTO patents (1976-2016). Task: Predict the product of the given reaction. (1) Given the reactants [S:1]1[CH:5]=[CH:4][CH:3]=[C:2]1[CH2:6][O:7][C:8]1[CH:13]=[CH:12][CH:11]=[C:10](Br)[N:9]=1.[NH:15]1[CH2:20][CH2:19][NH:18][CH2:17][CH2:16]1.N1(C(OCCCC)=O)CCNCC1, predict the reaction product. The product is: [S:1]1[CH:5]=[CH:4][CH:3]=[C:2]1[CH2:6][O:7][C:8]1[N:9]=[C:10]([N:15]2[CH2:20][CH2:19][NH:18][CH2:17][CH2:16]2)[CH:11]=[CH:12][CH:13]=1. (2) Given the reactants C[O-].[Na+].[C:4]1([C:10]2[CH:15]=[C:14](Cl)[N:13]=[N:12][C:11]=2[Cl:17])[CH:9]=[CH:8][CH:7]=[CH:6][CH:5]=1.[CH2:18]([O:20]CC)C.CCCCCC, predict the reaction product. The product is: [Cl:17][C:11]1[N:12]=[N:13][C:14]([O:20][CH3:18])=[CH:15][C:10]=1[C:4]1[CH:9]=[CH:8][CH:7]=[CH:6][CH:5]=1. (3) Given the reactants Br[C:2]1[C:10]2[O:9][C:8]3[CH:11]=[CH:12][C:13]([C:15]#[N:16])=[CH:14][C:7]=3[C:6]=2[CH:5]=[C:4]([F:17])[C:3]=1[OH:18].[Cl:19][C:20]1[CH:25]=[CH:24][CH:23]=[CH:22][C:21]=1B(O)O.C(=O)([O-])[O-].[Na+].[Na+], predict the reaction product. The product is: [F:17][C:4]1[C:3]([OH:18])=[C:2]([C:21]2[CH:22]=[CH:23][CH:24]=[CH:25][C:20]=2[Cl:19])[C:10]2[O:9][C:8]3[CH:11]=[CH:12][C:13]([C:15]#[N:16])=[CH:14][C:7]=3[C:6]=2[CH:5]=1. (4) Given the reactants [N:1]1[CH:6]=[C:5]([C@@H:7]2[CH2:12][CH2:11][CH2:10][N:8]2[CH3:9])[CH:4]=[CH:3][CH:2]=1.[Br:13][CH2:14][CH2:15][O:16][CH2:17][CH2:18][O:19][CH2:20][CH3:21], predict the reaction product. The product is: [Br-:13].[CH2:15]([O:16][CH2:17][CH2:18][O:19][CH2:20][CH2:21][N+:1]1[CH:2]=[CH:3][CH:4]=[C:5]([C@@H:7]2[CH2:12][CH2:11][CH2:10][N:8]2[CH3:9])[CH:6]=1)[CH3:14]. (5) Given the reactants [OH:1][C:2]1[CH:7]=[CH:6][C:5]([N:8]2[C:12](=[O:13])[CH2:11][CH:10]([C:14]([O:16][CH3:17])=[O:15])[CH2:9]2)=[CH:4][CH:3]=1.C(=O)([O-])[O-].[K+].[K+].Br[CH2:25][CH2:26][CH2:27][Cl:28], predict the reaction product. The product is: [Cl:28][CH2:27][CH2:26][CH2:25][O:1][C:2]1[CH:3]=[CH:4][C:5]([N:8]2[C:12](=[O:13])[CH2:11][CH:10]([C:14]([O:16][CH3:17])=[O:15])[CH2:9]2)=[CH:6][CH:7]=1. (6) Given the reactants [Cl:1][C:2]1[C:7]([C:8]2[CH:13]=[CH:12][CH:11]=[CH:10][CH:9]=2)=[N:6][N:5]=[C:4]2[NH:14][N:15]=[C:16]([C:17]3[CH:22]=[CH:21][CH:20]=[CH:19][CH:18]=3)[C:3]=12.[F:23][C:24]([F:29])([F:28])[CH2:25][CH2:26]O, predict the reaction product. The product is: [Cl:1][C:2]1[C:7]([C:8]2[CH:9]=[CH:10][CH:11]=[CH:12][CH:13]=2)=[N:6][N:5]=[C:4]2[N:14]([CH2:26][CH2:25][C:24]([F:29])([F:28])[F:23])[N:15]=[C:16]([C:17]3[CH:18]=[CH:19][CH:20]=[CH:21][CH:22]=3)[C:3]=12. (7) Given the reactants C(OC(=O)[NH:7][C@H:8]([CH2:28][C:29]1[CH:34]=[CH:33][C:32]([O:35][CH3:36])=[CH:31][CH:30]=1)[C:9]([N:11]1[CH2:16][CH2:15][C:14]([C:23](=[O:27])[CH2:24][CH2:25][CH3:26])([CH:17]2[CH2:22][CH2:21][CH2:20][CH2:19][CH2:18]2)[CH2:13][CH2:12]1)=[O:10])(C)(C)C.[OH-].[Na+], predict the reaction product. The product is: [NH2:7][C@H:8]([CH2:28][C:29]1[CH:30]=[CH:31][C:32]([O:35][CH3:36])=[CH:33][CH:34]=1)[C:9]([N:11]1[CH2:16][CH2:15][C:14]([C:23](=[O:27])[CH2:24][CH2:25][CH3:26])([CH:17]2[CH2:18][CH2:19][CH2:20][CH2:21][CH2:22]2)[CH2:13][CH2:12]1)=[O:10]. (8) Given the reactants C([N:3]([CH2:13][CH3:14])[C:4](=[O:12])[C:5]1[CH:10]=[CH:9][CH:8]=[CH:7][C:6]=1[CH3:11])C.[OH:15][CH2:16][CH:17]1[CH2:22][CH2:21][CH2:20][CH2:19][N:18]1[CH2:23]CC#N, predict the reaction product. The product is: [OH:15][CH2:16][CH:17]1[CH2:22][CH2:21][CH2:20][CH2:19][N:18]1[CH2:23][CH2:14][C:13]1[NH:3][C:4](=[O:12])[C:5]2[C:6]([CH:11]=1)=[CH:7][CH:8]=[CH:9][CH:10]=2.